This data is from Catalyst prediction with 721,799 reactions and 888 catalyst types from USPTO. The task is: Predict which catalyst facilitates the given reaction. (1) Reactant: [N:1]1([C:8]2[CH:14]=[CH:13][C:11]([NH2:12])=[CH:10][CH:9]=2)[CH2:6][CH2:5][O:4][CH2:3][C:2]1=[O:7].[CH2:15]1[O:17][C@H:16]1[CH2:18][Cl:19]. The catalyst class is: 5. Product: [Cl:19][CH2:18][C@H:16]([OH:17])[CH2:15][NH:12][C:11]1[CH:13]=[CH:14][C:8]([N:1]2[CH2:6][CH2:5][O:4][CH2:3][C:2]2=[O:7])=[CH:9][CH:10]=1. (2) Reactant: C[O:2][C:3](=[O:39])[CH2:4][CH2:5][N:6]([CH2:17][C:18]1[CH:23]=[CH:22][C:21]([CH2:24][N:25]([CH2:33][C:34]2[NH:35][CH:36]=[CH:37][N:38]=2)[CH2:26][C:27]2[N:28]([CH3:32])[CH:29]=[CH:30][N:31]=2)=[CH:20][CH:19]=1)[CH2:7][CH2:8][CH2:9][CH2:10][N:11]1[CH2:16][CH2:15][CH2:14][CH2:13][CH2:12]1.Cl. Product: [NH:38]1[CH:37]=[CH:36][N:35]=[C:34]1[CH2:33][N:25]([CH2:24][C:21]1[CH:20]=[CH:19][C:18]([CH2:17][N:6]([CH2:7][CH2:8][CH2:9][CH2:10][N:11]2[CH2:16][CH2:15][CH2:14][CH2:13][CH2:12]2)[CH2:5][CH2:4][C:3]([OH:39])=[O:2])=[CH:23][CH:22]=1)[CH2:26][C:27]1[N:28]([CH3:32])[CH:29]=[CH:30][N:31]=1. The catalyst class is: 6. (3) Reactant: [C:9](O[C:9]([O:11][C:12]([CH3:15])([CH3:14])[CH3:13])=[O:10])([O:11][C:12]([CH3:15])([CH3:14])[CH3:13])=[O:10].[NH:16]1[CH2:20][CH2:19][CH2:18][C@H:17]1[CH2:21][OH:22].C(N(CC)CC)C. Product: [C:9]([N:16]1[CH2:20][CH2:19][CH2:18][C@H:17]1[CH2:21][OH:22])([O:11][C:12]([CH3:13])([CH3:14])[CH3:15])=[O:10]. The catalyst class is: 4. (4) Reactant: [H-].[Na+].[NH:3]1[C:11]2[C:6](=[CH:7][C:8]([O:12][C:13]3[N:18]=[CH:17][N:16]=[C:15]([NH2:19])[CH:14]=3)=[CH:9][CH:10]=2)[CH:5]=[CH:4]1.[CH3:20][NH:21][C:22](=O)[O:23]C1C=CC=CC=1. Product: [CH3:20][NH:21][C:22]([N:3]1[C:11]2[C:6](=[CH:7][C:8]([O:12][C:13]3[CH:14]=[C:15]([NH2:19])[N:16]=[CH:17][N:18]=3)=[CH:9][CH:10]=2)[CH:5]=[CH:4]1)=[O:23]. The catalyst class is: 9.